This data is from Merck oncology drug combination screen with 23,052 pairs across 39 cell lines. The task is: Regression. Given two drug SMILES strings and cell line genomic features, predict the synergy score measuring deviation from expected non-interaction effect. (1) Drug 1: CN1C(=O)C=CC2(C)C3CCC4(C)C(NC(=O)OCC(F)(F)F)CCC4C3CCC12. Drug 2: N#Cc1ccc(Cn2cncc2CN2CCN(c3cccc(Cl)c3)C(=O)C2)cc1. Cell line: EFM192B. Synergy scores: synergy=12.8. (2) Drug 1: CNC(=O)c1cc(Oc2ccc(NC(=O)Nc3ccc(Cl)c(C(F)(F)F)c3)cc2)ccn1. Drug 2: CCc1cnn2c(NCc3ccc[n+]([O-])c3)cc(N3CCCCC3CCO)nc12. Cell line: UACC62. Synergy scores: synergy=-6.32. (3) Drug 2: CS(=O)(=O)CCNCc1ccc(-c2ccc3ncnc(Nc4ccc(OCc5cccc(F)c5)c(Cl)c4)c3c2)o1. Drug 1: Cn1nnc2c(C(N)=O)ncn2c1=O. Synergy scores: synergy=7.65. Cell line: RPMI7951. (4) Drug 1: CN(C)C(=N)N=C(N)N. Drug 2: O=C(NOCC(O)CO)c1ccc(F)c(F)c1Nc1ccc(I)cc1F. Cell line: CAOV3. Synergy scores: synergy=5.00. (5) Drug 1: COC12C(COC(N)=O)C3=C(C(=O)C(C)=C(N)C3=O)N1CC1NC12. Drug 2: CC(C)CC(NC(=O)C(Cc1ccccc1)NC(=O)c1cnccn1)B(O)O. Cell line: HCT116. Synergy scores: synergy=-2.71. (6) Drug 1: CS(=O)(=O)CCNCc1ccc(-c2ccc3ncnc(Nc4ccc(OCc5cccc(F)c5)c(Cl)c4)c3c2)o1. Drug 2: CCc1c2c(nc3ccc(O)cc13)-c1cc3c(c(=O)n1C2)COC(=O)C3(O)CC. Cell line: UWB1289. Synergy scores: synergy=11.5.